From a dataset of Acute oral toxicity (LD50) regression data from Zhu et al.. Regression/Classification. Given a drug SMILES string, predict its toxicity properties. Task type varies by dataset: regression for continuous values (e.g., LD50, hERG inhibition percentage) or binary classification for toxic/non-toxic outcomes (e.g., AMES mutagenicity, cardiotoxicity, hepatotoxicity). Dataset: ld50_zhu. (1) The drug is CC1CCCCN1CCCOC(=O)c1ccc(Cl)c(Cl)c1. The rat oral LD50 is 2.12, given as -log10 of the dose in mol/kg body weight (higher means more acutely toxic). (2) The drug is CCOP(=O)(OCC)SCn1ncccc1=O. The rat oral LD50 is 5.14, given as -log10 of the dose in mol/kg body weight (higher means more acutely toxic). (3) The molecule is CCCCCCCc1ccc(C)cc1O. The rat oral LD50 is 1.79, given as -log10 of the dose in mol/kg body weight (higher means more acutely toxic). (4) The compound is CC(C(=O)O)c1ccc(N2CC=CC2)c(Cl)c1. The rat oral LD50 is 2.86, given as -log10 of the dose in mol/kg body weight (higher means more acutely toxic). (5) The drug is COC(=O)c1ccc(N=NN(C)C)cc1. The rat oral LD50 is 3.60, given as -log10 of the dose in mol/kg body weight (higher means more acutely toxic). (6) The molecule is c1ccc2c(c1)Sc1ccccc1N2CCCN1CCOCC1. The rat oral LD50 is 2.51, given as -log10 of the dose in mol/kg body weight (higher means more acutely toxic). (7) The molecule is COP(=S)(OC)OC(=CCl)c1ccc(Cl)cc1Cl. The rat oral LD50 is 3.50, given as -log10 of the dose in mol/kg body weight (higher means more acutely toxic). (8) The compound is O=C(CF)Nc1ccccc1. The rat oral LD50 is 4.18, given as -log10 of the dose in mol/kg body weight (higher means more acutely toxic). (9) The drug is CCC(=O)Nc1ncc(Cl)s1. The rat oral LD50 is 2.78, given as -log10 of the dose in mol/kg body weight (higher means more acutely toxic). (10) The drug is Clc1ccc(Sc2cc(Cl)c(Cl)cc2Cl)cc1. The rat oral LD50 is 1.91, given as -log10 of the dose in mol/kg body weight (higher means more acutely toxic).